Task: Predict the reactants needed to synthesize the given product.. Dataset: Full USPTO retrosynthesis dataset with 1.9M reactions from patents (1976-2016) (1) Given the product [Cl:8][C:6]1[N:5]=[C:4]([NH:9][C@H:10]([C:12]2[CH:17]=[CH:16][C:15]([F:18])=[CH:14][CH:13]=2)[CH3:11])[N:3]=[C:2]([N:22]2[CH2:23][C:24](=[O:25])[NH:19][C:20](=[O:26])[CH2:21]2)[CH:7]=1, predict the reactants needed to synthesize it. The reactants are: Cl[C:2]1[CH:7]=[C:6]([Cl:8])[N:5]=[C:4]([NH:9][C@H:10]([C:12]2[CH:17]=[CH:16][C:15]([F:18])=[CH:14][CH:13]=2)[CH3:11])[N:3]=1.[NH:19]1[C:24](=[O:25])[CH2:23][NH:22][CH2:21][C:20]1=[O:26].C(N(CC)C(C)C)(C)C. (2) Given the product [N:1]1([C:6]2[CH:26]=[CH:25][C:9]([CH2:10][C:11]3[C:12]([CH2:23][CH3:24])=[N:13][C:14]4[C:19]([C:20]=3[Cl:29])=[CH:18][C:17]([Br:22])=[CH:16][CH:15]=4)=[CH:8][CH:7]=2)[CH:5]=[CH:4][CH:3]=[N:2]1, predict the reactants needed to synthesize it. The reactants are: [N:1]1([C:6]2[CH:26]=[CH:25][C:9]([CH2:10][C:11]3[C:12]([CH2:23][CH3:24])=[N:13][C:14]4[C:19]([C:20]=3O)=[CH:18][C:17]([Br:22])=[CH:16][CH:15]=4)=[CH:8][CH:7]=2)[CH:5]=[CH:4][CH:3]=[N:2]1.P(Cl)(Cl)([Cl:29])=O.